Dataset: Peptide-MHC class II binding affinity with 134,281 pairs from IEDB. Task: Regression. Given a peptide amino acid sequence and an MHC pseudo amino acid sequence, predict their binding affinity value. This is MHC class II binding data. (1) The peptide sequence is GELVIVDKIDAAFKI. The MHC is DRB1_1501 with pseudo-sequence DRB1_1501. The binding affinity (normalized) is 0.520. (2) The peptide sequence is VFIPNYNVSVAEVLI. The MHC is DRB1_1101 with pseudo-sequence DRB1_1101. The binding affinity (normalized) is 0.0956.